From a dataset of Catalyst prediction with 721,799 reactions and 888 catalyst types from USPTO. Predict which catalyst facilitates the given reaction. (1) The catalyst class is: 5. Reactant: [CH:1]1([C:6]2([CH2:14][CH2:15][C:16]3[CH:21]=[CH:20][C:19]([C:22]([CH2:27][CH3:28])([CH2:25][CH3:26])[C:23]#[N:24])=[C:18]([F:29])[CH:17]=3)[CH2:11][C:10](=[O:12])[CH2:9][C:8](=[O:13])[O:7]2)[CH2:5][CH2:4][CH2:3][CH2:2]1.[CH3:30][C:31]1[CH:36]=[C:35]([CH3:37])[N:34]2[N:38]=[C:39]([CH:41]=O)[N:40]=[C:33]2[N:32]=1. Product: [CH:1]1([C:6]2([CH2:14][CH2:15][C:16]3[CH:21]=[CH:20][C:19]([C:22]([CH2:27][CH3:28])([CH2:25][CH3:26])[C:23]#[N:24])=[C:18]([F:29])[CH:17]=3)[CH2:11][C:10](=[O:12])[CH:9]([CH2:41][C:39]3[N:40]=[C:33]4[N:32]=[C:31]([CH3:30])[CH:36]=[C:35]([CH3:37])[N:34]4[N:38]=3)[C:8](=[O:13])[O:7]2)[CH2:5][CH2:4][CH2:3][CH2:2]1. (2) Reactant: [Cl:1][C:2]1[CH:19]=[CH:18][CH:17]=[CH:16][C:3]=1[O:4][CH2:5][C:6]1[O:10][N:9]=[C:8]([C:11]([O:13]CC)=[O:12])[CH:7]=1.C(O)C.[OH-].[Li+]. Product: [Cl:1][C:2]1[CH:19]=[CH:18][CH:17]=[CH:16][C:3]=1[O:4][CH2:5][C:6]1[O:10][N:9]=[C:8]([C:11]([OH:13])=[O:12])[CH:7]=1. The catalyst class is: 6. (3) The catalyst class is: 78. Product: [CH2:1]([O:3][C:4](=[O:40])[C:5]([O:28][C:29]1[CH:34]=[CH:33][CH:32]=[C:31]([C:35]([F:37])([F:36])[F:38])[CH:30]=1)([CH3:39])[CH2:6][C:14]1[CH:19]=[CH:18][C:17]([OH:20])=[CH:16][CH:15]=1)[CH3:2]. Reactant: [CH2:1]([O:3][C:4](=[O:40])[C:5]([CH3:39])([O:28][C:29]1[CH:34]=[CH:33][CH:32]=[C:31]([C:35]([F:38])([F:37])[F:36])[CH:30]=1)[CH:6]([C:14]1[CH:19]=[CH:18][C:17]([O:20]CC2C=CC=CC=2)=[CH:16][CH:15]=1)OC(=O)C(F)(F)F)[CH3:2]. (4) Reactant: [N:1]([CH:4]1[CH2:9][CH2:8][N:7]([C:10]([O:12][C:13]([CH3:16])([CH3:15])[CH3:14])=[O:11])[CH2:6][C:5]1=[O:17])=[N+:2]=[N-:3].C1COCC1.CCC(C)[BH-](C(C)CC)C(C)CC.[Li+].[NH4+].[Cl-]. Product: [N:1]([CH:4]1[CH2:9][CH2:8][N:7]([C:10]([O:12][C:13]([CH3:15])([CH3:14])[CH3:16])=[O:11])[CH2:6][CH:5]1[OH:17])=[N+:2]=[N-:3]. The catalyst class is: 6. (5) Reactant: [CH3:1][C:2]1([N:12]2[CH2:17][CH2:16][O:15][CH2:14][CH2:13]2)[CH2:11][CH2:10][C:5]2(OCC[O:6]2)[CH2:4][CH2:3]1.C(O)(=O)C.Cl.[OH-].[Na+]. Product: [CH3:1][C:2]1([N:12]2[CH2:17][CH2:16][O:15][CH2:14][CH2:13]2)[CH2:11][CH2:10][C:5](=[O:6])[CH2:4][CH2:3]1. The catalyst class is: 6. (6) Reactant: [C:1]([O:5][C:6](=[O:39])[CH2:7][O:8][C:9]1[C:14]2[CH2:15][CH2:16][CH2:17][CH2:18][CH:19]([NH:20][S:21]([C:24]3[CH:29]=[CH:28][C:27]([C:30]4[CH:35]=[CH:34][CH:33]=[C:32]([CH:36]([CH3:38])[CH3:37])[CH:31]=4)=[CH:26][CH:25]=3)(=[O:23])=[O:22])[C:13]=2[CH:12]=[CH:11][CH:10]=1)([CH3:4])([CH3:3])[CH3:2].CI.[C:42]([O-])([O-])=O.[K+].[K+]. Product: [C:1]([O:5][C:6](=[O:39])[CH2:7][O:8][C:9]1[C:14]2[CH2:15][CH2:16][CH2:17][CH2:18][CH:19]([N:20]([S:21]([C:24]3[CH:25]=[CH:26][C:27]([C:30]4[CH:35]=[CH:34][CH:33]=[C:32]([CH:36]([CH3:37])[CH3:38])[CH:31]=4)=[CH:28][CH:29]=3)(=[O:23])=[O:22])[CH3:42])[C:13]=2[CH:12]=[CH:11][CH:10]=1)([CH3:4])([CH3:3])[CH3:2]. The catalyst class is: 3. (7) Reactant: [CH:1]1([N:4]2[C:13](=[O:14])[C:12]3[C:7](=[CH:8][CH:9]=[CH:10][CH:11]=3)[NH:6][C:5]2=[O:15])[CH2:3][CH2:2]1.CC(N=P(N1CCCC1)(N1CCCC1)N1CCCC1)(C)C.[C:37]([O:41][C:42](=[O:61])[NH:43][CH2:44][C:45]1[CH:60]=[CH:59][C:48]2[N:49]([CH2:54][CH2:55][CH:56]([CH3:58])[CH3:57])[C:50]([CH2:52]Cl)=[N:51][C:47]=2[CH:46]=1)([CH3:40])([CH3:39])[CH3:38].Cl. Product: [C:37]([O:41][C:42](=[O:61])[NH:43][CH2:44][C:45]1[CH:60]=[CH:59][C:48]2[N:49]([CH2:54][CH2:55][CH:56]([CH3:57])[CH3:58])[C:50]([CH2:52][N:6]3[C:7]4[C:12](=[CH:11][CH:10]=[CH:9][CH:8]=4)[C:13](=[O:14])[N:4]([CH:1]4[CH2:3][CH2:2]4)[C:5]3=[O:15])=[N:51][C:47]=2[CH:46]=1)([CH3:38])([CH3:40])[CH3:39]. The catalyst class is: 3. (8) The catalyst class is: 5. Product: [F:36][C:2]([F:1])([F:35])[C:3]1[CH:4]=[N:5][N:6]([C:8]2[CH:9]=[CH:10][C:11]([O:12][CH:13]([C:17]3[CH:32]=[CH:31][C:20]([C:21]([NH:23][CH2:24][CH2:25][C:26]([OH:28])=[O:27])=[O:22])=[CH:19][N:18]=3)[CH2:14][CH2:15][CH3:16])=[CH:33][CH:34]=2)[CH:7]=1. Reactant: [F:1][C:2]([F:36])([F:35])[C:3]1[CH:4]=[N:5][N:6]([C:8]2[CH:34]=[CH:33][C:11]([O:12][CH:13]([C:17]3[CH:32]=[CH:31][C:20]([C:21]([NH:23][CH2:24][CH2:25][C:26]([O:28]CC)=[O:27])=[O:22])=[CH:19][N:18]=3)[CH2:14][CH2:15][CH3:16])=[CH:10][CH:9]=2)[CH:7]=1.[OH-].[Na+].Cl. (9) Reactant: Cl[C:2]1[C:3]([C:15]([O:17][CH3:18])=[O:16])=[N:4][N:5]([C:9]2[CH:14]=[CH:13][CH:12]=[CH:11][CH:10]=2)[C:6](=[O:8])[CH:7]=1.O.O.O.[C:22]1([O-:28])[CH:27]=[CH:26][CH:25]=[CH:24][CH:23]=1.[Na+]. Product: [O:8]=[C:6]1[N:5]([C:9]2[CH:14]=[CH:13][CH:12]=[CH:11][CH:10]=2)[N:4]=[C:3]([C:15]([O:17][CH3:18])=[O:16])[C:2]([O:28][C:22]2[CH:27]=[CH:26][CH:25]=[CH:24][CH:23]=2)=[CH:7]1. The catalyst class is: 3.